From a dataset of Peptide-MHC class II binding affinity with 134,281 pairs from IEDB. Regression. Given a peptide amino acid sequence and an MHC pseudo amino acid sequence, predict their binding affinity value. This is MHC class II binding data. The peptide sequence is HVTRGAFLVRNGKKL. The MHC is HLA-DQA10201-DQB10402 with pseudo-sequence HLA-DQA10201-DQB10402. The binding affinity (normalized) is 0.834.